Dataset: Forward reaction prediction with 1.9M reactions from USPTO patents (1976-2016). Task: Predict the product of the given reaction. (1) The product is: [C:9]1([CH:1]([CH3:3])[CH3:2])[CH:14]=[CH:13][CH:12]=[CH:11][CH:10]=1. Given the reactants [CH:1](O)([CH3:3])[CH3:2].CC(C)=O.[CH:9]1[CH:14]=[CH:13][CH:12]=[CH:11][CH:10]=1, predict the reaction product. (2) Given the reactants [Cl:1][C:2]1[CH:3]=[C:4]([C:9](=O)[CH2:10][C:11](=O)[C:12]([F:15])([F:14])[F:13])[CH:5]=[CH:6][C:7]=1[Cl:8].[NH2:18][C:19]1[C:23]([C:24]2[CH:29]=[CH:28][N:27]=[C:26]([CH3:30])[CH:25]=2)=[CH:22][NH:21][N:20]=1, predict the reaction product. The product is: [Cl:1][C:2]1[CH:3]=[C:4]([C:9]2[CH:10]=[C:11]([C:12]([F:15])([F:14])[F:13])[N:20]3[N:21]=[CH:22][C:23]([C:24]4[CH:29]=[CH:28][N:27]=[C:26]([CH3:30])[CH:25]=4)=[C:19]3[N:18]=2)[CH:5]=[CH:6][C:7]=1[Cl:8]. (3) Given the reactants I[CH:2]1[CH2:7][CH2:6][N:5]([C:8]([O:10][C:11]([CH3:14])([CH3:13])[CH3:12])=[O:9])[CH2:4][CH2:3]1.Br[C:16]1[NH:24][C:19]2=[N:20][CH:21]=[CH:22][CH:23]=[C:18]2[C:17]=1[S:25][C:26]1[CH:31]=[CH:30][C:29]([Cl:32])=[CH:28][CH:27]=1, predict the reaction product. The product is: [Cl:32][C:29]1[CH:30]=[CH:31][C:26]([S:25][C:17]2[C:18]3[C:19](=[N:20][CH:21]=[CH:22][CH:23]=3)[NH:24][C:16]=2[CH:2]2[CH2:7][CH2:6][N:5]([C:8]([O:10][C:11]([CH3:14])([CH3:13])[CH3:12])=[O:9])[CH2:4][CH2:3]2)=[CH:27][CH:28]=1. (4) Given the reactants [CH3:1][O:2][C:3](=[O:25])[CH2:4][C:5]1[CH:6]=[C:7]([C:13]2[CH:18]=[CH:17][C:16]([C:19]([F:22])([F:21])[F:20])=[CH:15][C:14]=2[CH:23]=O)[C:8]([O:11][CH3:12])=[CH:9][CH:10]=1.[NH2:26][C@H:27]1[C:35]2[C:30](=[CH:31][CH:32]=[CH:33][CH:34]=2)[CH2:29][CH2:28]1, predict the reaction product. The product is: [CH3:1][O:2][C:3](=[O:25])[CH2:4][C:5]1[CH:6]=[C:7]([C:13]2[CH:18]=[CH:17][C:16]([C:19]([F:21])([F:20])[F:22])=[CH:15][C:14]=2[CH2:23][NH:26][C@H:27]2[C:35]3[C:30](=[CH:31][CH:32]=[CH:33][CH:34]=3)[CH2:29][CH2:28]2)[C:8]([O:11][CH3:12])=[CH:9][CH:10]=1. (5) Given the reactants C(=O)([O-])[O-].[K+].[K+].[F:7][C:8]1[CH:9]=[C:10]2[C:14](=[CH:15][CH:16]=1)[NH:13][CH:12]=[C:11]2[N+:17]([O-:19])=[O:18].Br[CH2:21][CH2:22][CH3:23], predict the reaction product. The product is: [F:7][C:8]1[CH:9]=[C:10]2[C:14](=[CH:15][CH:16]=1)[N:13]([CH2:21][CH2:22][CH3:23])[CH:12]=[C:11]2[N+:17]([O-:19])=[O:18]. (6) Given the reactants [Cl:1][C:2]1[CH:3]=[C:4](/[CH:9]=[CH:10]/[C:11]([N:13]2[CH2:18][CH2:17][CH:16]([CH2:19][CH2:20][NH:21]C(=O)OC(C)(C)C)[CH2:15][CH2:14]2)=[O:12])[CH:5]=[C:6]([Cl:8])[CH:7]=1.C(O)(C(F)(F)F)=O, predict the reaction product. The product is: [NH2:21][CH2:20][CH2:19][CH:16]1[CH2:15][CH2:14][N:13]([C:11](=[O:12])/[CH:10]=[CH:9]/[C:4]2[CH:5]=[C:6]([Cl:8])[CH:7]=[C:2]([Cl:1])[CH:3]=2)[CH2:18][CH2:17]1. (7) Given the reactants [CH2:1]([O:5][C:6]1[C:15]([CH3:16])=[CH:14][C:9]([C:10]([O:12]C)=[O:11])=[CH:8][C:7]=1[CH3:17])[CH2:2][CH2:3][CH3:4].CO, predict the reaction product. The product is: [CH2:1]([O:5][C:6]1[C:7]([CH3:17])=[CH:8][C:9]([C:10]([OH:12])=[O:11])=[CH:14][C:15]=1[CH3:16])[CH2:2][CH2:3][CH3:4]. (8) Given the reactants Br[C:2]1[S:6][C:5]2=[N:7][CH:8]=[C:9](I)[N:4]2[N:3]=1.[CH3:11][O:12][C:13]1[CH:14]=[C:15](B(O)O)[CH:16]=[CH:17][C:18]=1[O:19][CH3:20].C([O-])([O-])=O.[K+].[K+].C(Cl)Cl.[CH3:33][O:34][C:35]1[CH:36]=[N:37][CH:38]=[C:39](B2OC(C)(C)C(C)(C)O2)[CH:40]=1, predict the reaction product. The product is: [CH3:11][O:12][C:13]1[CH:14]=[C:15]([C:2]2[S:6][C:5]3=[N:7][CH:8]=[C:9]([C:39]4[CH:38]=[N:37][CH:36]=[C:35]([O:34][CH3:33])[CH:40]=4)[N:4]3[N:3]=2)[CH:16]=[CH:17][C:18]=1[O:19][CH3:20].